The task is: Predict the product of the given reaction.. This data is from Forward reaction prediction with 1.9M reactions from USPTO patents (1976-2016). The product is: [CH3:38][N:28]1[C:29]([CH:31]2[CH2:34][N:33]([C:35](=[O:37])[CH3:36])[CH2:32]2)=[CH:30][C:26]([C:61]2[CH:62]=[C:63]3[C:55]([C:54]([F:73])([F:74])[F:53])=[CH:56][NH:57][C:58]3=[N:59][CH:60]=2)=[N:27]1. Given the reactants C(N1C(C2CN(C)C2)=CC(C2C=C(C(F)(F)F)C(N)=NC=2)=N1)(C)C.I[C:26]1[CH:30]=[C:29]([CH:31]2[CH2:34][N:33]([C:35](=[O:37])[CH3:36])[CH2:32]2)[N:28]([CH3:38])[N:27]=1.IC1N(C)N=C(C2CN(C(=O)C)C2)C=1.[F:53][C:54]([F:74])([F:73])[C:55]1[C:63]2[C:58](=[N:59][CH:60]=[C:61](B3OC(C)(C)C(C)(C)O3)[CH:62]=2)[NH:57][CH:56]=1, predict the reaction product.